This data is from Forward reaction prediction with 1.9M reactions from USPTO patents (1976-2016). The task is: Predict the product of the given reaction. (1) Given the reactants C(O[C:4]([C:6]1[CH:10]=[C:9]([C:11]2[C:19]3[C:14](=[N:15][CH:16]=[CH:17][CH:18]=3)[NH:13][N:12]=2)[NH:8][CH:7]=1)=[O:5])C.S(Cl)(Cl)=O, predict the reaction product. The product is: [CH2:7]([NH:8][C:4]([C:6]1[CH:10]=[C:9]([C:11]2[C:19]3[C:14](=[N:15][CH:16]=[CH:17][CH:18]=3)[NH:13][N:12]=2)[NH:8][CH:7]=1)=[O:5])[CH:6]([CH3:10])[CH3:4]. (2) The product is: [F:1][C:2]1[CH:28]=[CH:27][C:5]([CH2:6][N:7]2[CH2:8][CH:9]([S:11][C:12]3[C@H:13]([CH3:26])[C@@H:14]4[C@@H:21]([C@H:22]([OH:24])[CH3:23])[C:20](=[O:25])[N:15]4[C:16]=3[C:17]([OH:19])=[O:18])[CH2:10]2)=[CH:4][CH:3]=1. Given the reactants [F:1][C:2]1[CH:28]=[CH:27][C:5]([CH2:6][N:7]2[CH2:10][CH:9]([S:11][C:12]3[C@H:13]([CH3:26])[C@@H:14]4[C@@H:21]([C@H:22]([OH:24])[CH3:23])[C:20](=[O:25])[N:15]4[C:16]=3[C:17]([O-:19])=[O:18])[CH2:8]2)=[CH:4][CH:3]=1.[K+].C(O)(=O)C, predict the reaction product. (3) Given the reactants [CH2:1]([C:4]1[CH:9]=[C:8]([O:10][CH2:11][C:12]2[CH:17]=[CH:16][CH:15]=[CH:14][CH:13]=2)[CH:7]=[CH:6][C:5]=1[OH:18])[CH:2]=[CH2:3].[H][H], predict the reaction product. The product is: [CH2:11]([O:10][C:8]1[CH:7]=[CH:6][C:5]([OH:18])=[C:4]([CH2:1][CH2:2][CH3:3])[CH:9]=1)[C:12]1[CH:13]=[CH:14][CH:15]=[CH:16][CH:17]=1. (4) Given the reactants Br[CH2:2][C:3]([C:5]1[C:6](=[O:16])[O:7][C:8]2[C:13]([CH:14]=1)=[CH:12][CH:11]=[C:10]([F:15])[CH:9]=2)=O.[F:17][C:18]1[CH:19]=[N:20][C:21]([NH2:24])=[N:22][CH:23]=1, predict the reaction product. The product is: [F:15][C:10]1[CH:9]=[C:8]2[C:13]([CH:14]=[C:5]([C:3]3[N:24]=[C:21]4[N:22]=[CH:23][C:18]([F:17])=[CH:19][N:20]4[CH:2]=3)[C:6](=[O:16])[O:7]2)=[CH:12][CH:11]=1. (5) Given the reactants [N+](=[CH:3][C:4]([C@@H:6]1[CH2:10][CH2:9][CH2:8][N:7]1[C:11](=[O:21])[C@@H:12]([NH:16][C:17](=[O:20])[O:18][CH3:19])[CH:13]([CH3:15])[CH3:14])=[O:5])=[N-].[BrH:22], predict the reaction product. The product is: [Br:22][CH2:3][C:4]([C@@H:6]1[CH2:10][CH2:9][CH2:8][N:7]1[C:11](=[O:21])[C@@H:12]([NH:16][C:17](=[O:20])[O:18][CH3:19])[CH:13]([CH3:15])[CH3:14])=[O:5]. (6) Given the reactants Cl[C:2]1[N:17]=[N:16][C:5]2[NH:6][C:7]3[CH:15]=[CH:14][CH:13]=[CH:12][C:8]=3[NH:9][C:10](=[O:11])[C:4]=2[CH:3]=1.[BrH:18], predict the reaction product. The product is: [Br:18][C:2]1[N:17]=[N:16][C:5]2[NH:6][C:7]3[CH:15]=[CH:14][CH:13]=[CH:12][C:8]=3[NH:9][C:10](=[O:11])[C:4]=2[CH:3]=1. (7) The product is: [Cl:7][C:8]1[C:12]([CH3:13])=[CH:11][S:10][C:9]=1[CH2:14][OH:15]. Given the reactants B.O1CCCC1.[Cl:7][C:8]1[C:12]([CH3:13])=[CH:11][S:10][C:9]=1[C:14](O)=[O:15].Cl, predict the reaction product. (8) Given the reactants C(OCC1C2C(=CN=C(C([NH:21][OH:22])=O)C=2)N(CC2C=CC(F)=CC=2F)C=1)C1C=CC=CC=1.Cl[C:33]1[CH:56]=[CH:55][C:36]([O:37][CH2:38][C:39]2[C:43]3[CH:44]=[N:45][C:46]([C:48](OCC)=[O:49])=[CH:47][C:42]=3[N:41]([CH2:53][CH3:54])[CH:40]=2)=[CH:35][CH:34]=1.[Cl:57]C1C=CC(O)=C(C=1)CC1C2C=NC(C(OCC)=O)=CC=2N(CC)C=1, predict the reaction product. The product is: [Cl:57][C:55]1[CH:56]=[CH:33][CH:34]=[CH:35][C:36]=1[O:37][CH2:38][C:39]1[C:43]2[CH:44]=[N:45][C:46]([C:48]([NH:21][OH:22])=[O:49])=[CH:47][C:42]=2[N:41]([CH2:53][CH3:54])[CH:40]=1. (9) The product is: [Cl:16][C:17]1[N:18]=[CH:19][C:20]([C:21]([N:10]2[CH2:11][CH2:12][CH2:13][N:7]([CH:3]3[CH2:6][CH2:5][CH2:4]3)[CH2:8][CH2:9]2)=[O:14])=[CH:23][CH:24]=1. Given the reactants Cl.Cl.[CH:3]1([N:7]2[CH2:13][CH2:12][CH2:11][NH:10][CH2:9][CH2:8]2)[CH2:6][CH2:5][CH2:4]1.[OH-:14].[Na+].[Cl:16][C:17]1[CH:24]=[CH:23][C:20]([CH2:21]Cl)=[CH:19][N:18]=1, predict the reaction product.